Dataset: Reaction yield outcomes from USPTO patents with 853,638 reactions. Task: Predict the reaction yield, written as a fraction of the theoretical maximum amount of product (1.0 means a 100% yield; for example, 0.34 means a 34% yield). (1) The reactants are [OH:1][C:2]1[CH:3]=[C:4]([NH:8][C:9]2[N:14]=[C:13]([NH:15][C:16]3[CH:21]=[CH:20][CH:19]=[C:18]([OH:22])[CH:17]=3)[C:12]([F:23])=[CH:11][N:10]=2)[CH:5]=[CH:6][CH:7]=1.OC1C=C(C=CC=1[C:32]([O:34][CH3:35])=[O:33])N.ClC1N=C(Cl)C(F)=CN=1. No catalyst specified. The product is [OH:1][C:2]1[CH:3]=[C:4]([NH:8][C:9]2[N:14]=[C:13]([NH:15][C:16]3[CH:21]=[CH:20][C:19]([C:32]([O:34][CH3:35])=[O:33])=[C:18]([OH:22])[CH:17]=3)[C:12]([F:23])=[CH:11][N:10]=2)[CH:5]=[CH:6][C:7]=1[C:32]([O:34][CH3:35])=[O:33]. The yield is 0.410. (2) The reactants are [NH2:1][CH:2]1[CH2:7][CH2:6][CH:5]([NH:8][C:9]2[N:17]=[C:16]3[C:12]([N:13]=[CH:14][N:15]3[CH:18]3[CH2:22][CH2:21][CH2:20][CH2:19]3)=[C:11]([NH:23][CH2:24][C:25]3[CH:30]=[CH:29][C:28](Br)=[CH:27][CH:26]=3)[N:10]=2)[CH2:4][CH2:3]1.[O:32]1[CH:36]=[CH:35][CH:34]=[C:33]1B(O)O.O.O.O.P([O-])([O-])([O-])=O.[K+].[K+].[K+].CN(C)C=O. The catalyst is [Br-].C([N+](CCCC)(CCCC)CCCC)CCC.O. The product is [NH2:1][CH:2]1[CH2:7][CH2:6][CH:5]([NH:8][C:9]2[N:17]=[C:16]3[C:12]([N:13]=[CH:14][N:15]3[CH:18]3[CH2:22][CH2:21][CH2:20][CH2:19]3)=[C:11]([NH:23][CH2:24][C:25]3[CH:30]=[CH:29][C:28]([C:33]4[O:32][CH:36]=[CH:35][CH:34]=4)=[CH:27][CH:26]=3)[N:10]=2)[CH2:4][CH2:3]1. The yield is 0.870. (3) The reactants are Br[C:2]1[C:3]([O:15][CH3:16])=[CH:4][C:5]([O:13][CH3:14])=[C:6]([CH:8]2[O:12][CH2:11][CH2:10][O:9]2)[CH:7]=1.CCN(CC)CC.C1(P(C2CCCCC2)C2C=CC=CC=2C2C=CC=CC=2)CCCCC1.[CH3:49][C:50]1([CH3:57])[C:54]([CH3:56])([CH3:55])[O:53][BH:52][O:51]1.[NH4+].[Cl-]. The catalyst is O1CCOCC1.CC([O-])=O.CC([O-])=O.[Pd+2].O. The product is [O:9]1[CH2:10][CH2:11][O:12][CH:8]1[C:6]1[C:5]([O:13][CH3:14])=[CH:4][C:3]([O:15][CH3:16])=[C:2]([B:52]2[O:53][C:54]([CH3:56])([CH3:55])[C:50]([CH3:57])([CH3:49])[O:51]2)[CH:7]=1. The yield is 0.590. (4) The reactants are [CH2:1]([O:8][C:9](=[O:17])[CH2:10][CH2:11][CH2:12][C:13](=O)[CH2:14]Br)[C:2]1[CH:7]=[CH:6][CH:5]=[CH:4][CH:3]=1.[C:18]([NH:25][C:26]([NH2:28])=[NH:27])([O:20][C:21]([CH3:24])([CH3:23])[CH3:22])=[O:19]. The catalyst is CN(C=O)C. The product is [C:21]([O:20][C:18]([N:25]1[CH:14]=[C:13]([CH2:12][CH2:11][CH2:10][C:9]([O:8][CH2:1][C:2]2[CH:7]=[CH:6][CH:5]=[CH:4][CH:3]=2)=[O:17])[N:27]=[C:26]1[NH2:28])=[O:19])([CH3:24])([CH3:22])[CH3:23]. The yield is 0.660. (5) The reactants are [CH2:1]([C:8]1[N:13]=[N:12][C:11]([C:14]2[CH2:19][CH2:18][N:17]([C:20]3[N:21]=[CH:22][C:23]([C:26]([O:28][CH3:29])=[O:27])=[N:24][CH:25]=3)[CH2:16][CH:15]=2)=[C:10]([CH3:30])[C:9]=1[CH3:31])[C:2]1[CH:7]=[CH:6][CH:5]=[CH:4][CH:3]=1. The catalyst is CCO.[Pd]. The product is [CH2:1]([C:8]1[N:13]=[N:12][C:11]([CH:14]2[CH2:19][CH2:18][N:17]([C:20]3[N:21]=[CH:22][C:23]([C:26]([O:28][CH3:29])=[O:27])=[N:24][CH:25]=3)[CH2:16][CH2:15]2)=[C:10]([CH3:30])[C:9]=1[CH3:31])[C:2]1[CH:7]=[CH:6][CH:5]=[CH:4][CH:3]=1. The yield is 1.00. (6) The reactants are [F:1][C:2]([F:7])([F:6])[C:3]([OH:5])=[O:4].[F:8][C:9]([F:14])([F:13])[C:10]([OH:12])=[O:11].FC(F)(F)C(O)=O.[Cl:22][C:23]1[CH:24]=[N:25][C:26]2[NH:27][C:28]3[CH:29]=[N:30][CH:31]=[C:32]([CH:54]=3)[CH2:33][CH2:34][C:35]3[CH:43]=[C:39]([NH:40][C:41]=1[N:42]=2)[CH:38]=[CH:37][C:36]=3[NH:44][C:45](=[O:53])[CH2:46][CH:47]1[CH2:52][CH2:51][NH:50][CH2:49][CH2:48]1.[N:55]([C:58]([CH3:61])([CH3:60])[CH3:59])=[C:56]=[O:57]. No catalyst specified. The product is [F:1][C:2]([F:7])([F:6])[C:3]([OH:5])=[O:4].[F:8][C:9]([F:14])([F:13])[C:10]([OH:12])=[O:11].[C:58]([NH:55][C:56]([N:50]1[CH2:51][CH2:52][CH:47]([CH2:46][C:45]([NH:44][C:36]2[CH:37]=[CH:38][C:39]3[NH:40][C:41]4[N:42]=[C:26]([NH:27][C:28]5[CH:29]=[N:30][CH:31]=[C:32]([CH:54]=5)[CH2:33][CH2:34][C:35]=2[CH:43]=3)[N:25]=[CH:24][C:23]=4[Cl:22])=[O:53])[CH2:48][CH2:49]1)=[O:57])([CH3:61])([CH3:60])[CH3:59]. The yield is 0.320. (7) The reactants are C[O:2][C:3](=O)[CH2:4][N:5]1[C:10]2[CH:11]=[C:12]([Cl:19])[C:13]([O:15][CH:16]([CH3:18])[CH3:17])=[CH:14][C:9]=2[O:8][CH:7]([C:20]([N:22]2[CH2:27][CH2:26][C:25]([C:36]#[N:37])([CH2:28][C:29]3[CH:34]=[CH:33][C:32]([F:35])=[CH:31][CH:30]=3)[CH2:24][CH2:23]2)=[O:21])[CH2:6]1.[NH3:39]. The catalyst is CO. The product is [Cl:19][C:12]1[C:13]([O:15][CH:16]([CH3:18])[CH3:17])=[CH:14][C:9]2[O:8][CH:7]([C:20]([N:22]3[CH2:23][CH2:24][C:25]([C:36]#[N:37])([CH2:28][C:29]4[CH:30]=[CH:31][C:32]([F:35])=[CH:33][CH:34]=4)[CH2:26][CH2:27]3)=[O:21])[CH2:6][N:5]([CH2:4][C:3]([NH2:39])=[O:2])[C:10]=2[CH:11]=1. The yield is 0.309. (8) The reactants are Cl[CH2:2][CH2:3][CH2:4][CH2:5][CH2:6][N:7]1[C:11]2[CH:12]=[CH:13][CH:14]=[CH:15][C:10]=2[N:9]=[N:8]1.[F:16][C:17]([F:31])([F:30])[C:18]1[CH:19]=[C:20]([N:24]2[CH2:29][CH2:28][NH:27][CH2:26][CH2:25]2)[CH:21]=[CH:22][CH:23]=1.C(N(C(C)C)CC)(C)C.[I-].[K+]. The catalyst is C(#N)C. The product is [F:31][C:17]([F:16])([F:30])[C:18]1[CH:19]=[C:20]([N:24]2[CH2:29][CH2:28][N:27]([CH2:2][CH2:3][CH2:4][CH2:5][CH2:6][N:7]3[C:11]4[CH:12]=[CH:13][CH:14]=[CH:15][C:10]=4[N:9]=[N:8]3)[CH2:26][CH2:25]2)[CH:21]=[CH:22][CH:23]=1. The yield is 0.615.